Task: Binary classification across 12 toxicity assays.. Dataset: Tox21: 12 toxicity assays (nuclear receptors and stress response pathways) (1) The compound is C=CC(=O)OCCC(=O)O. It tested positive (active) for: SR-ARE (Antioxidant Response Element (oxidative stress)). (2) The compound is Oc1c(Cl)cc(Cl)cc1Cl. It tested positive (active) for: SR-ARE (Antioxidant Response Element (oxidative stress)), and SR-MMP (Mitochondrial Membrane Potential disruption). (3) The molecule is C=C(C)[C@H]1Cc2c(ccc3c2O[C@@H]2COc4cc(OC)c(OC)cc4[C@@H]2C3=O)O1. It tested positive (active) for: SR-ARE (Antioxidant Response Element (oxidative stress)), and SR-p53 (p53 tumor suppressor activation). (4) It tested positive (active) for: NR-AR (Androgen Receptor agonist activity). The compound is CC(C)NCC(O)c1ccc(NS(C)(=O)=O)cc1.